Dataset: Full USPTO retrosynthesis dataset with 1.9M reactions from patents (1976-2016). Task: Predict the reactants needed to synthesize the given product. (1) Given the product [CH2:29]([N:36]1[CH2:40][CH2:39][CH:38]([NH:41][CH:1]([C:4]2[CH:5]=[CH:6][C:7]([NH:10][C:11](=[O:28])[CH:12]([NH:16][C:17](=[O:27])[CH2:18][C:19]3[CH:24]=[C:23]([F:25])[CH:22]=[C:21]([F:26])[CH:20]=3)[CH2:13][CH2:14][CH3:15])=[N:8][CH:9]=2)[CH3:2])[CH2:37]1)[C:30]1[CH:31]=[CH:32][CH:33]=[CH:34][CH:35]=1, predict the reactants needed to synthesize it. The reactants are: [C:1]([C:4]1[CH:5]=[CH:6][C:7]([NH:10][C:11](=[O:28])[CH:12]([NH:16][C:17](=[O:27])[CH2:18][C:19]2[CH:24]=[C:23]([F:25])[CH:22]=[C:21]([F:26])[CH:20]=2)[CH2:13][CH2:14][CH3:15])=[N:8][CH:9]=1)(=O)[CH3:2].[CH2:29]([N:36]1[CH2:40][CH2:39][CH:38]([NH2:41])[CH2:37]1)[C:30]1[CH:35]=[CH:34][CH:33]=[CH:32][CH:31]=1.C(O[BH-](OC(=O)C)OC(=O)C)(=O)C.[Na+].C([BH3-])#N.[Na+]. (2) Given the product [C:1]([C:5]1[CH:6]=[C:7]([NH:17][C:18]([NH:27][C:28]2[C:37]3[C:32](=[CH:33][CH:34]=[CH:35][CH:36]=3)[C:31]([O:38][C:39]3[CH:44]=[CH:43][N:42]=[C:41]([NH:45][C:46]4[CH:51]=[CH:50][CH:49]=[C:48]([O:52][CH3:53])[CH:47]=4)[CH:40]=3)=[CH:30][CH:29]=2)=[O:20])[C:8]([O:15][CH3:16])=[C:9]([CH:14]=1)[C:10]([NH:56][CH:59]1[CH2:60][O:63][CH2:61]1)=[O:12])([CH3:2])([CH3:3])[CH3:4], predict the reactants needed to synthesize it. The reactants are: [C:1]([C:5]1[CH:6]=[C:7]([NH:17][C:18]([O:20]C2C=CC=CC=2)=O)[C:8]([O:15][CH3:16])=[C:9]([CH:14]=1)[C:10]([O:12]C)=O)([CH3:4])([CH3:3])[CH3:2].[NH2:27][C:28]1[C:37]2[C:32](=[CH:33][CH:34]=[CH:35][CH:36]=2)[C:31]([O:38][C:39]2[CH:44]=[CH:43][N:42]=[C:41]([NH:45][C:46]3[CH:51]=[CH:50][CH:49]=[C:48]([O:52][CH3:53])[CH:47]=3)[CH:40]=2)=[CH:30][CH:29]=1.CC[N:56]([CH2:59][CH3:60])CC.[C:61](OC(C)C)(=[O:63])C. (3) The reactants are: [NH2:1][C:2]1[C:7]2[O:8][C@@H:9]([CH2:12][O:13][S:14]([C:17]3[CH:22]=[CH:21][C:20]([CH3:23])=[CH:19][CH:18]=3)(=[O:16])=[O:15])[CH2:10][O:11][C:6]=2[CH:5]=[CH:4][C:3]=1[N+:24]([O-])=O.[C:27]1(C)[CH:32]=CC(S(O)(=O)=O)=C[CH:28]=1.[H][H]. Given the product [CH3:23][C:20]1[CH:21]=[CH:22][C:17]([S:14]([O:13][CH2:12][CH:9]2[O:8][C:7]3[C:6](=[CH:5][CH:4]=[C:3]4[NH:24][C:28]([CH2:27][CH3:32])=[N:1][C:2]4=3)[O:11][CH2:10]2)(=[O:16])=[O:15])=[CH:18][CH:19]=1, predict the reactants needed to synthesize it. (4) Given the product [NH2:7][C@H:8]([CH2:25][C:26]1[CH:27]=[N:28][CH:29]=[CH:30][CH:31]=1)[CH2:9][N:10]1[CH2:11][CH2:12][CH:13]([C:16]([C:17]2[CH:22]=[CH:21][C:20]([F:23])=[CH:19][CH:18]=2)=[O:24])[CH2:14][CH2:15]1, predict the reactants needed to synthesize it. The reactants are: C(OC(=O)[NH:7][C@H:8]([CH2:25][C:26]1[CH:27]=[N:28][CH:29]=[CH:30][CH:31]=1)[CH2:9][N:10]1[CH2:15][CH2:14][CH:13]([C:16](=[O:24])[C:17]2[CH:22]=[CH:21][C:20]([F:23])=[CH:19][CH:18]=2)[CH2:12][CH2:11]1)(C)(C)C.FC(F)(F)C(O)=O. (5) The reactants are: Cl[C:2]1[CH:7]=[C:6]([NH:8][C:9]2[CH:14]=[CH:13][C:12]([CH3:15])=[CH:11][CH:10]=2)[CH:5]=[C:4](Cl)[N:3]=1.C([O-])([O-])=O.[Na+].[Na+].[C:23]1(B(O)O)[CH:28]=[CH:27][CH:26]=[CH:25][CH:24]=1. Given the product [C:23]1([C:2]2[CH:7]=[C:6]([NH:8][C:9]3[CH:14]=[CH:13][C:12]([CH3:15])=[CH:11][CH:10]=3)[CH:5]=[C:4]([C:9]3[CH:14]=[CH:13][CH:12]=[CH:11][CH:10]=3)[N:3]=2)[CH:28]=[CH:27][CH:26]=[CH:25][CH:24]=1, predict the reactants needed to synthesize it. (6) Given the product [F:1][C:2]1[CH:3]=[CH:4][C:5]([CH2:8][O:9][C:10]2[N:15]=[C:14]3[CH2:16][CH2:17][CH2:18][C:13]3=[C:12]([C:29]3[N:34]=[C:33]([CH2:35][OH:36])[CH:32]=[N:31][CH:30]=3)[CH:11]=2)=[N:6][CH:7]=1, predict the reactants needed to synthesize it. The reactants are: [F:1][C:2]1[CH:3]=[CH:4][C:5]([CH2:8][O:9][C:10]2[N:15]=[C:14]3[CH2:16][CH2:17][CH2:18][C:13]3=[C:12](B3OC(C)(C)C(C)(C)O3)[CH:11]=2)=[N:6][CH:7]=1.Cl[C:29]1[N:34]=[C:33]([CH2:35][OH:36])[CH:32]=[N:31][CH:30]=1.C(Cl)Cl.C(=O)([O-])[O-].[K+].[K+].